From a dataset of Catalyst prediction with 721,799 reactions and 888 catalyst types from USPTO. Predict which catalyst facilitates the given reaction. (1) Reactant: [CH3:1][NH:2][CH2:3][CH2:4][OH:5].[Br:6][C:7]1[CH:12]=[C:11](F)[C:10]([N+:14]([O-:16])=[O:15])=[CH:9][C:8]=1[CH:17]([F:19])[F:18].C(N(CC)C(C)C)(C)C.O. Product: [Br:6][C:7]1[C:8]([CH:17]([F:19])[F:18])=[CH:9][C:10]([N+:14]([O-:16])=[O:15])=[C:11]([N:2]([CH3:1])[CH2:3][CH2:4][OH:5])[CH:12]=1. The catalyst class is: 3. (2) Reactant: [O:1]([C:8]1[CH:29]=[CH:28][C:11]([O:12][C:13]2[N:21]=[CH:20][C:19]([NH:22][CH:23]3[CH2:27][CH2:26][NH:25][CH2:24]3)=[CH:18][C:14]=2[C:15]([NH2:17])=[O:16])=[CH:10][CH:9]=1)[C:2]1[CH:7]=[CH:6][CH:5]=[CH:4][CH:3]=1.[C:30](Cl)(=[O:33])[CH:31]=[CH2:32]. Product: [C:30]([N:25]1[CH2:26][CH2:27][CH:23]([NH:22][C:19]2[CH:20]=[N:21][C:13]([O:12][C:11]3[CH:28]=[CH:29][C:8]([O:1][C:2]4[CH:3]=[CH:4][CH:5]=[CH:6][CH:7]=4)=[CH:9][CH:10]=3)=[C:14]([CH:18]=2)[C:15]([NH2:17])=[O:16])[CH2:24]1)(=[O:33])[CH:31]=[CH2:32]. The catalyst class is: 2. (3) Reactant: CC(OC([NH:8][C@:9]([CH3:15])([C:12]([OH:14])=O)[CH2:10][OH:11])=O)(C)C.Cl.[CH3:17][CH:18]([O:20][C:21]1[CH:28]=[CH:27][C:26]([C:29]2[O:33][N:32]=[C:31]([C:34]3[C:35]([CH3:44])=[C:36]4[C:41](=[CH:42][CH:43]=3)[CH2:40][NH:39][CH2:38][CH2:37]4)[N:30]=2)=[CH:25][C:22]=1[C:23]#[N:24])[CH3:19].CN(C(ON1N=NC2C=CC=NC1=2)=[N+](C)C)C.F[P-](F)(F)(F)(F)F.CCN(C(C)C)C(C)C.FC(F)(F)C(O)=O. Product: [CH3:19][CH:18]([O:20][C:21]1[CH:28]=[CH:27][C:26]([C:29]2[O:33][N:32]=[C:31]([C:34]3[C:35]([CH3:44])=[C:36]4[C:41](=[CH:42][CH:43]=3)[CH2:40][N:39]([C:12](=[O:14])[C@:9]([CH3:15])([CH2:10][OH:11])[NH2:8])[CH2:38][CH2:37]4)[N:30]=2)=[CH:25][C:22]=1[C:23]#[N:24])[CH3:17]. The catalyst class is: 3. (4) Reactant: [C:1]([C:5]1[N:9]([CH2:10][CH:11]2[CH2:16][CH2:15][C:14]([F:18])([F:17])[CH2:13][CH2:12]2)[C:8]2[CH:19]=[CH:20][C:21]([S:23](Cl)(=[O:25])=[O:24])=[CH:22][C:7]=2[N:6]=1)([CH3:4])([CH3:3])[CH3:2].C(N(CC)C(C)C)(C)C.Cl.[NH:37]1[CH2:41][CH2:40][C@@H:39]([OH:42])[CH2:38]1. Product: [C:1]([C:5]1[N:9]([CH2:10][CH:11]2[CH2:16][CH2:15][C:14]([F:18])([F:17])[CH2:13][CH2:12]2)[C:8]2[CH:19]=[CH:20][C:21]([S:23]([N:37]3[CH2:41][CH2:40][C@@H:39]([OH:42])[CH2:38]3)(=[O:25])=[O:24])=[CH:22][C:7]=2[N:6]=1)([CH3:4])([CH3:3])[CH3:2]. The catalyst class is: 2. (5) Reactant: Cl[C:2]1[CH:7]=[C:6]([NH2:8])[C:5]([N+:9]([O-:11])=[O:10])=[CH:4][N:3]=1.[NH:12]1[CH2:16][CH2:15][CH2:14][CH2:13]1.C(=O)([O-])[O-].[K+].[K+]. The catalyst class is: 10. Product: [N+:9]([C:5]1[C:6]([NH2:8])=[CH:7][C:2]([N:12]2[CH2:16][CH2:15][CH2:14][CH2:13]2)=[N:3][CH:4]=1)([O-:11])=[O:10]. (6) Reactant: [C:1]1([OH:7])[CH:6]=[CH:5][CH:4]=[CH:3][CH:2]=1.[NH:8]=[N+:9]=[N-:10].[CH2:11]([C@H:18]([NH:25]C(=O)OC(C)(C)C)[C@@H:19](O)[CH2:20]CCC)[C:12]1[CH:17]=[CH:16][CH:15]=[CH:14][CH:13]=1. Product: [N:8]([C@@H:19]([CH2:20][O:7][C:1]1[CH:6]=[CH:5][CH:4]=[CH:3][CH:2]=1)[C@@H:18]([NH2:25])[CH2:11][C:12]1[CH:17]=[CH:16][CH:15]=[CH:14][CH:13]=1)=[N+:9]=[N-:10]. The catalyst class is: 3. (7) Reactant: [I:1][C:2]1[CH:7]=[CH:6][C:5]([OH:8])=[CH:4][CH:3]=1.[H-].[Na+].[CH2:11](Cl)[O:12][CH3:13]. Product: [I:1][C:2]1[CH:7]=[CH:6][C:5]([O:8][CH2:11][O:12][CH3:13])=[CH:4][CH:3]=1. The catalyst class is: 3.